From a dataset of Reaction yield outcomes from USPTO patents with 853,638 reactions. Predict the reaction yield, written as a fraction of the theoretical maximum amount of product (1.0 means a 100% yield; for example, 0.34 means a 34% yield). (1) The reactants are Br[C:2]1[CH:7]=[C:6]([F:8])[C:5]([N+:9]([O-:11])=[O:10])=[CH:4][C:3]=1[N:12]1[C:16](=[O:17])[N:15]([CH3:18])[N:14]=[N:13]1.[CH:19]1([B-](F)(F)F)[CH2:21][CH2:20]1.[K+].C([O-])([O-])=O.[K+].[K+]. The catalyst is C([O-])(=O)C.[Pd+2].C([O-])(=O)C.C1(P(C2CCCCC2)C2CCCCC2)CCCCC1.O.C1(C)C=CC=CC=1. The product is [CH:19]1([C:2]2[CH:7]=[C:6]([F:8])[C:5]([N+:9]([O-:11])=[O:10])=[CH:4][C:3]=2[N:12]2[C:16](=[O:17])[N:15]([CH3:18])[N:14]=[N:13]2)[CH2:21][CH2:20]1. The yield is 0.860. (2) The reactants are [C:1]([C:3]1[CH:8]=[CH:7][C:6]([OH:9])=[CH:5][CH:4]=1)#[N:2].[H-].[Na+].[Cl:12][C:13]1[CH:29]=[C:28]([Cl:30])[CH:27]=[CH:26][C:14]=1[CH2:15][NH:16][C:17](=[O:25])[C:18]1[CH:23]=[CH:22][C:21](F)=[N:20][CH:19]=1. The catalyst is CN(C)C(=O)C. The product is [C:1]([C:3]1[CH:8]=[CH:7][C:6]([O:9][C:21]2[CH:22]=[CH:23][C:18]([C:17]([NH:16][CH2:15][C:14]3[CH:26]=[CH:27][C:28]([Cl:30])=[CH:29][C:13]=3[Cl:12])=[O:25])=[CH:19][N:20]=2)=[CH:5][CH:4]=1)#[N:2]. The yield is 0.250. (3) The reactants are [C:1]([O:5][C:6]([NH:8][C:9]1[C:14]([C:15]([OH:17])=[O:16])=[CH:13][C:12]([Cl:18])=[N:11][CH:10]=1)=[O:7])([CH3:4])([CH3:3])[CH3:2].[CH3:19][Si](C=[N+]=[N-])(C)C. The catalyst is CO.C(Cl)(Cl)Cl. The product is [C:1]([O:5][C:6]([NH:8][C:9]1[C:14]([C:15]([O:17][CH3:19])=[O:16])=[CH:13][C:12]([Cl:18])=[N:11][CH:10]=1)=[O:7])([CH3:4])([CH3:2])[CH3:3]. The yield is 1.00. (4) The reactants are [CH2:1]([C:4]1[N:8]([CH2:9][C:10]2[CH:11]=[N:12][C:13]([C:16]3[CH:21]=[CH:20][CH:19]=[CH:18][C:17]=3[C:22]3[NH:26][N:25]=[N:24][N:23]=3)=[CH:14][CH:15]=2)[N:7]=[C:6](C(O)=O)[CH:5]=1)[CH2:2][CH3:3].CN([C:33]([O:37]N1N=NC2C=CC=NC1=2)=[N+](C)C)C.F[P-](F)(F)(F)(F)F.CCN(C(C)C)C(C)C.CN(C=O)C.[NH2:68][C@H:69]([CH2:74][C:75]1[CH:80]=[CH:79][CH:78]=[CH:77][C:76]=1[C:81]([F:84])([F:83])[F:82])[CH2:70][C:71]([OH:73])=[O:72].Cl. No catalyst specified. The product is [CH2:1]([C:4]1[N:8]([CH2:9][C:10]2[CH:11]=[N:12][C:13]([C:16]3[CH:21]=[CH:20][CH:19]=[CH:18][C:17]=3[C:22]3[NH:23][N:24]=[N:25][N:26]=3)=[CH:14][CH:15]=2)[N:7]=[C:6]([C:33]([NH:68][C@H:69]([CH2:74][C:75]2[CH:80]=[CH:79][CH:78]=[CH:77][C:76]=2[C:81]([F:82])([F:83])[F:84])[CH2:70][C:71]([OH:73])=[O:72])=[O:37])[CH:5]=1)[CH2:2][CH3:3]. The yield is 1.00.